From a dataset of Forward reaction prediction with 1.9M reactions from USPTO patents (1976-2016). Predict the product of the given reaction. (1) Given the reactants [C:1]([CH2:3][C:4]1([N:15]2[CH:19]=[CH:18][C:17]([C:20]3[N:25]4[CH:26]=[CH:27][N:28]=[C:24]4[CH:23]=[C:22]([C:29]4[CH:30]=[N:31][N:32]([CH3:34])[CH:33]=4)[N:21]=3)=[CH:16]2)[CH2:7][N:6](C(OC(C)(C)C)=O)[CH2:5]1)#[N:2].[F:35][C:36]([F:41])([F:40])[C:37]([OH:39])=[O:38], predict the reaction product. The product is: [F:35][C:36]([F:41])([F:40])[C:37]([OH:39])=[O:38].[CH3:34][N:32]1[CH:33]=[C:29]([C:22]2[N:21]=[C:20]([C:17]3[CH:18]=[CH:19][N:15]([C:4]4([CH2:3][C:1]#[N:2])[CH2:7][NH:6][CH2:5]4)[CH:16]=3)[N:25]3[CH:26]=[CH:27][N:28]=[C:24]3[CH:23]=2)[CH:30]=[N:31]1. (2) Given the reactants Cl[C:2]1[C:11]2[C:6](=[CH:7][CH:8]=[CH:9][CH:10]=2)[C:5]([C:12]2[CH:17]=[CH:16][C:15]([F:18])=[CH:14][CH:13]=2)=[N:4][N:3]=1.[C:19]([O:23][C:24](=[O:33])[N:25]([CH3:32])[CH:26]1[CH2:31][CH2:30][NH:29][CH2:28][CH2:27]1)([CH3:22])([CH3:21])[CH3:20].C(N(CC)CC)C, predict the reaction product. The product is: [C:19]([O:23][C:24](=[O:33])[N:25]([CH:26]1[CH2:27][CH2:28][N:29]([C:2]2[C:11]3[C:6](=[CH:7][CH:8]=[CH:9][CH:10]=3)[C:5]([C:12]3[CH:17]=[CH:16][C:15]([F:18])=[CH:14][CH:13]=3)=[N:4][N:3]=2)[CH2:30][CH2:31]1)[CH3:32])([CH3:22])([CH3:20])[CH3:21].